Dataset: Forward reaction prediction with 1.9M reactions from USPTO patents (1976-2016). Task: Predict the product of the given reaction. Given the reactants [H-].[Na+].[CH3:3][C:4]1[C:8]2[CH:9]=[CH:10][C:11]([O:13][CH3:14])=[CH:12][C:7]=2[S:6][C:5]=1[C:15](=O)[CH2:16][CH2:17][CH2:18][CH3:19].O.C(=O)([O-])[O-:23].[Na+].[Na+].[CH2:28]1[CH2:32][O:31][CH2:30][CH2:29]1, predict the reaction product. The product is: [CH3:3][C:4]1[C:8]2[CH:9]=[CH:10][C:11]([O:13][CH3:14])=[CH:12][C:7]=2[S:6][C:5]=1[C:15]([CH2:16][CH2:17][CH2:18][CH3:19])=[CH:29][C:30]([O:31][CH2:32][CH3:28])=[O:23].